From a dataset of Reaction yield outcomes from USPTO patents with 853,638 reactions. Predict the reaction yield, written as a fraction of the theoretical maximum amount of product (1.0 means a 100% yield; for example, 0.34 means a 34% yield). (1) The reactants are [Cl:1][C:2]1[CH:3]=[N:4][C:5]([Cl:10])=[CH:6][C:7]=1[C:8]#[N:9].[CH3:11][C:12](OC(C)=O)=[O:13].CC(O)=O. The catalyst is O=[Pt]=O. The product is [Cl:10][C:5]1[CH:6]=[C:7]([CH2:8][NH:9][C:12](=[O:13])[CH3:11])[C:2]([Cl:1])=[CH:3][N:4]=1. The yield is 0.400. (2) The reactants are C([N:8]1[CH2:13][CH2:12][CH:11]([O:14][C:15]2[S:16][C:17]3[CH:23]=[C:22]([C:24]4[CH2:25][CH2:26][N:27]([S:30]([CH2:33][CH2:34][CH3:35])(=[O:32])=[O:31])[CH2:28][CH:29]=4)[CH:21]=[CH:20][C:18]=3[N:19]=2)[CH2:10][CH2:9]1)C1C=CC=CC=1.C(Cl)(=O)OC(Cl)C. The catalyst is ClC(Cl)C.C(Cl)Cl. The product is [NH:8]1[CH2:9][CH2:10][CH:11]([O:14][C:15]2[S:16][C:17]3[CH:23]=[C:22]([C:24]4[CH2:25][CH2:26][N:27]([S:30]([CH2:33][CH2:34][CH3:35])(=[O:32])=[O:31])[CH2:28][CH:29]=4)[CH:21]=[CH:20][C:18]=3[N:19]=2)[CH2:12][CH2:13]1. The yield is 0.940. (3) The reactants are [N+:1]([C:4]1[CH:5]=[N:6][C:7]2[C:12]([C:13]=1[NH:14][CH2:15][CH:16]([CH3:18])[CH3:17])=[CH:11][CH:10]=[CH:9][CH:8]=2)([O-])=O.[C:19](OCC)(=[O:21])[CH3:20].S([O-])([O-])(=O)=O.[Mg+2].C(O)(=O)CO. The catalyst is Cl.[Pt]. The product is [CH3:17][CH:16]([CH3:18])[CH2:15][N:14]1[C:13]2[C:12]3[CH:11]=[CH:10][CH:9]=[CH:8][C:7]=3[N:6]=[CH:5][C:4]=2[N:1]=[C:20]1[CH2:19][OH:21]. The yield is 0.896. (4) The reactants are [Cl:1][C:2]1[CH:7]=[CH:6][CH:5]=[CH:4][C:3]=1[C:8]1[C:12]([C:13]2[N:17]([CH2:18][O:19][CH2:20][CH2:21][Si:22]([CH3:25])([CH3:24])[CH3:23])[CH:16]=[N:15][N:14]=2)=[CH:11][N:10]([C:26]2[C:31]([CH3:32])=[CH:30][N:29]=[C:28]([NH2:33])[CH:27]=2)[N:9]=1.[C:34](Cl)(=[O:37])[O:35][CH3:36].[OH-].[Na+]. The catalyst is C(Cl)Cl.O. The product is [Cl:1][C:2]1[CH:7]=[CH:6][CH:5]=[CH:4][C:3]=1[C:8]1[C:12]([C:13]2[N:17]([CH2:18][O:19][CH2:20][CH2:21][Si:22]([CH3:25])([CH3:24])[CH3:23])[CH:16]=[N:15][N:14]=2)=[CH:11][N:10]([C:26]2[C:31]([CH3:32])=[CH:30][N:29]=[C:28]([NH:33][C:34](=[O:37])[O:35][CH3:36])[CH:27]=2)[N:9]=1. The yield is 0.520. (5) The reactants are C(OC([N:11]1[CH:17]([C:18]2[NH:19][C:20]([C:23]3[CH:28]=[CH:27][C:26]([Br:29])=[CH:25][CH:24]=3)=[CH:21][N:22]=2)[CH2:16][C:13]2([CH2:15][CH2:14]2)[CH2:12]1)=O)C1C=CC=CC=1.Br.[CH3:31][O:32][C:33]([NH:35][CH:36]([CH:40]([CH3:42])[CH3:41])[C:37](O)=[O:38])=[O:34].CN(C(ON1N=NC2C=CC=NC1=2)=[N+](C)C)C.F[P-](F)(F)(F)(F)F.CCN(C(C)C)C(C)C. The catalyst is CCOC(C)=O.CN(C=O)C.C(Cl)Cl. The product is [CH3:31][O:32][C:33](=[O:34])[NH:35][CH:36]([C:37]([N:11]1[CH:17]([C:18]2[NH:19][C:20]([C:23]3[CH:28]=[CH:27][C:26]([Br:29])=[CH:25][CH:24]=3)=[CH:21][N:22]=2)[CH2:16][C:13]2([CH2:15][CH2:14]2)[CH2:12]1)=[O:38])[CH:40]([CH3:42])[CH3:41]. The yield is 0.600. (6) The reactants are [NH2:1][C:2]1[CH:7]=[C:6]([Cl:8])[C:5]([OH:9])=[C:4]([Cl:10])[CH:3]=1.[Cl:11][C:12]1[CH:17]=[C:16]([C:18]([F:21])([F:20])[F:19])[CH:15]=[CH:14][C:13]=1[S:22](Cl)(=[O:24])=[O:23]. The catalyst is C1COCC1. The product is [Cl:11][C:12]1[CH:17]=[C:16]([C:18]([F:20])([F:19])[F:21])[CH:15]=[CH:14][C:13]=1[S:22]([NH:1][C:2]1[CH:7]=[C:6]([Cl:8])[C:5]([OH:9])=[C:4]([Cl:10])[CH:3]=1)(=[O:24])=[O:23]. The yield is 0.900. (7) The reactants are [C:1]([BH3-])#[N:2].[Na+].N[C:6]1[CH:7]=[C:8]([CH2:21][OH:22])[CH:9]=[C:10]([C:12]([CH3:20])([CH3:19])[O:13][SiH2:14][C:15]([CH3:18])([CH3:17])[CH3:16])[CH:11]=1.[CH2:23]=O. The catalyst is CO.[Cl-].[Zn+2].[Cl-]. The product is [C:15]([SiH2:14][O:13][C:12]([CH3:20])([CH3:19])[C:10]1[CH:9]=[C:8]([CH2:21][OH:22])[CH:7]=[C:6]([N:2]([CH3:1])[CH3:23])[CH:11]=1)([CH3:18])([CH3:17])[CH3:16]. The yield is 0.820.